Dataset: Full USPTO retrosynthesis dataset with 1.9M reactions from patents (1976-2016). Task: Predict the reactants needed to synthesize the given product. (1) Given the product [CH:27]([N:16]([CH2:15][CH3:14])[CH:17]([CH3:18])[CH3:20])([CH3:28])[CH3:26], predict the reactants needed to synthesize it. The reactants are: ClC1N2N=C(C)C=C2N=C(NC(=O)[C:14]2C=[CH:18][C:17]([C:20](O)(C)C)=[N:16][CH:15]=2)C=1.N1CC[CH:28](NC(=O)C)[CH2:27][CH2:26]1. (2) Given the product [CH3:39][C:24]1([C:22]([NH:21][C@H:19]([C:16]2[CH:15]=[CH:14][C:13]([C:11]([O:10][CH3:9])=[O:12])=[CH:18][CH:17]=2)[CH3:20])=[O:23])[NH:31][CH2:30][CH2:29][C:26]2([CH2:27][CH2:28]2)[CH2:25]1, predict the reactants needed to synthesize it. The reactants are: C(=O)(OC(C)(C)C)N.[CH3:9][O:10][C:11]([C:13]1[CH:18]=[CH:17][C:16]([C@@H:19]([NH:21][C:22]([C:24]2([CH3:39])[N:31](C(OC(C)(C)C)=O)[CH2:30][CH2:29][C:26]3([CH2:28][CH2:27]3)[CH2:25]2)=[O:23])[CH3:20])=[CH:15][CH:14]=1)=[O:12]. (3) Given the product [K+:28].[OH:2][C:1]1[CH:8]=[CH:7][C:5]([OH:6])=[CH:4][C:3]=1[S:13]([O-:16])(=[O:15])=[O:14], predict the reactants needed to synthesize it. The reactants are: [C:1]1([CH:8]=[CH:7][C:5]([OH:6])=[CH:4][CH:3]=1)[OH:2].ClCCCl.[S:13](=O)(=[O:16])([OH:15])[OH:14].C(C(CCCC)C([O-])=O)C.[K+:28]. (4) Given the product [F:20][C:7]1([F:19])[CH:6]([O:5][C:4]2[CH:21]=[CH:22][C:23]([C:25]3[N:30]=[C:29]([NH:31][C:32]4[CH:37]=[CH:36][C:35]([N:38]5[CH2:43][CH2:42][N:41]([CH:44]6[CH2:45][O:46][CH2:47]6)[CH2:40][CH2:39]5)=[CH:34][CH:33]=4)[N:28]=[CH:27][N:26]=3)=[CH:24][C:3]=2[C:1]#[N:2])[CH2:11][CH2:10][NH:9][CH2:8]1, predict the reactants needed to synthesize it. The reactants are: [C:1]([C:3]1[CH:24]=[C:23]([C:25]2[N:30]=[C:29]([NH:31][C:32]3[CH:37]=[CH:36][C:35]([N:38]4[CH2:43][CH2:42][N:41]([CH:44]5[CH2:47][O:46][CH2:45]5)[CH2:40][CH2:39]4)=[CH:34][CH:33]=3)[N:28]=[CH:27][N:26]=2)[CH:22]=[CH:21][C:4]=1[O:5][CH:6]1[CH2:11][CH2:10][N:9](C(OC(C)(C)C)=O)[CH2:8][C:7]1([F:20])[F:19])#[N:2]. (5) Given the product [CH3:25][C:24]([CH3:27])([CH3:26])[C:28]#[C:29][C:2]1[CH:3]=[C:4]([CH:21]=[CH:22][CH:23]=1)[C:5]([NH:7][S:8]([C:11]1[CH:16]=[CH:15][CH:14]=[CH:13][C:12]=1[S:17](=[O:20])(=[O:19])[NH2:18])(=[O:10])=[O:9])=[O:6], predict the reactants needed to synthesize it. The reactants are: Br[C:2]1[CH:3]=[C:4]([CH:21]=[CH:22][CH:23]=1)[C:5]([NH:7][S:8]([C:11]1[CH:16]=[CH:15][CH:14]=[CH:13][C:12]=1[S:17](=[O:20])(=[O:19])[NH2:18])(=[O:10])=[O:9])=[O:6].[C:24]([C:28]#[C:29]B(OC(C)C)OC(C)C)([CH3:27])([CH3:26])[CH3:25]. (6) Given the product [C:27]([O:31][C:32]([N:34]1[CH2:35][CH:36]=[C:37]([C:11]2[CH:12]=[CH:13][C:8]([CH2:7][O:6][CH2:5][C@H:4]([O:3][CH2:1][CH3:2])[CH3:26])=[CH:9][C:10]=2[CH2:23][O:24][CH3:25])[CH2:38][CH2:39]1)=[O:33])([CH3:30])([CH3:28])[CH3:29], predict the reactants needed to synthesize it. The reactants are: [CH2:1]([O:3][C@H:4]([CH3:26])[CH2:5][O:6][CH2:7][C:8]1[CH:13]=[CH:12][C:11](B2OC(C)(C)C(C)(C)O2)=[C:10]([CH2:23][O:24][CH3:25])[CH:9]=1)[CH3:2].[C:27]([O:31][C:32]([N:34]1[CH2:39][CH:38]=[C:37](OS(C(F)(F)F)(=O)=O)[CH2:36][CH2:35]1)=[O:33])([CH3:30])([CH3:29])[CH3:28].[Li+].[Cl-].C([O-])(O)=O.[Na+].